From a dataset of TCR-epitope binding with 47,182 pairs between 192 epitopes and 23,139 TCRs. Binary Classification. Given a T-cell receptor sequence (or CDR3 region) and an epitope sequence, predict whether binding occurs between them. The epitope is VTEHDTLLY. The TCR CDR3 sequence is CASSEGASGTGAQYF. Result: 0 (the TCR does not bind to the epitope).